From a dataset of Catalyst prediction with 721,799 reactions and 888 catalyst types from USPTO. Predict which catalyst facilitates the given reaction. (1) Reactant: [CH3:1][C@:2]12[C:9]([CH3:11])([CH3:10])[CH:6]([CH2:7][CH2:8]1)[C:5](=[O:12])[CH2:4][C:3]2=[O:13].C(N(CC)CC)C.[F:21][C:22]1[CH:27]=[CH:26][C:25]([N:28]=[C:29]=[O:30])=[CH:24][C:23]=1[C:31]([F:34])([F:33])[F:32].Cl. Product: [F:33][C:31]([F:32])([F:34])[C:23]1[CH:24]=[C:25]([NH:28][C:29]([CH:4]2[C:5](=[O:12])[CH:6]3[C:9]([CH3:10])([CH3:11])[C@@:2]([CH3:1])([CH2:8][CH2:7]3)[C:3]2=[O:13])=[O:30])[CH:26]=[CH:27][C:22]=1[F:21]. The catalyst class is: 119. (2) Reactant: [OH:1][C:2]1[CH:10]=[CH:9][C:8]2[NH:7][C:6]3[CH:11]([CH2:14][C:15]([O:17][CH2:18][CH3:19])=[O:16])[CH2:12][CH2:13][C:5]=3[C:4]=2[CH:3]=1.C(=O)([O-])[O-].[Cs+].[Cs+].Br[CH2:27][C:28]1[CH:33]=[CH:32][C:31]([S:34]([CH3:37])(=[O:36])=[O:35])=[CH:30][CH:29]=1. Product: [CH3:37][S:34]([C:31]1[CH:32]=[CH:33][C:28]([CH2:27][O:1][C:2]2[CH:10]=[CH:9][C:8]3[NH:7][C:6]4[CH:11]([CH2:14][C:15]([O:17][CH2:18][CH3:19])=[O:16])[CH2:12][CH2:13][C:5]=4[C:4]=3[CH:3]=2)=[CH:29][CH:30]=1)(=[O:35])=[O:36]. The catalyst class is: 3. (3) Reactant: [NH2:1][C@@H:2]([CH2:8][C:9]1[CH:14]=[CH:13][CH:12]=[CH:11][CH:10]=1)[C:3]([N:5]([CH3:7])[CH3:6])=O.[H-].[Al+3].[Li+].[H-].[H-].[H-].C1(C)C=CC=CC=1.CCOCC. Product: [CH3:7][N:5]([CH3:6])[CH2:3][C@@H:2]([NH2:1])[CH2:8][C:9]1[CH:14]=[CH:13][CH:12]=[CH:11][CH:10]=1. The catalyst class is: 54.